From a dataset of Catalyst prediction with 721,799 reactions and 888 catalyst types from USPTO. Predict which catalyst facilitates the given reaction. The catalyst class is: 16. Product: [Cl:1][C:2]1[CH:3]=[C:4]2[C:9](=[CH:10][C:11]=1[C:12]([N:66]1[CH2:67][CH2:68][CH2:69][CH2:70][CH:65]1[CH2:63][CH3:64])=[O:14])[N:8]=[CH:7][N:6]=[C:5]2[NH:15][CH:16]([C:18]1[NH:22][C:21]2[CH:23]=[CH:24][C:25]([Cl:27])=[CH:26][C:20]=2[N:19]=1)[CH3:17]. Reactant: [Cl:1][C:2]1[CH:3]=[C:4]2[C:9](=[CH:10][C:11]=1[C:12]([OH:14])=O)[N:8]=[CH:7][N:6]=[C:5]2[NH:15][CH:16]([C:18]1[NH:22][C:21]2[CH:23]=[CH:24][C:25]([Cl:27])=[CH:26][C:20]=2[N:19]=1)[CH3:17].FC1C(OC(N(C)C)=[N+](C)C)=C(F)C(F)=C(F)C=1F.F[P-](F)(F)(F)(F)F.C(N(C(C)C)CC)(C)C.[CH2:63]([CH:65]1[CH2:70][CH2:69][CH2:68][CH2:67][NH:66]1)[CH3:64].